This data is from Full USPTO retrosynthesis dataset with 1.9M reactions from patents (1976-2016). The task is: Predict the reactants needed to synthesize the given product. (1) Given the product [O:1]1[C:5]2[CH:6]=[CH:7][CH:8]=[CH:9][C:4]=2[N:3]=[C:2]1[C:10]([C@@H:11]([NH:15][C:16](=[O:38])[CH:17]([CH2:27][C:28]1([CH2:31][C:32]2[CH:37]=[CH:36][CH:35]=[CH:34][CH:33]=2)[CH2:30][CH2:29]1)[CH2:18][C:19]([N:21]1[CH2:22][CH2:23][O:24][CH2:25][CH2:26]1)=[O:20])[CH2:12][CH2:13][CH3:14])=[O:39], predict the reactants needed to synthesize it. The reactants are: [O:1]1[C:5]2[CH:6]=[CH:7][CH:8]=[CH:9][C:4]=2[N:3]=[C:2]1[CH:10]([OH:39])[C@@H:11]([NH:15][C:16](=[O:38])[CH:17]([CH2:27][C:28]1([CH2:31][C:32]2[CH:37]=[CH:36][CH:35]=[CH:34][CH:33]=2)[CH2:30][CH2:29]1)[CH2:18][C:19]([N:21]1[CH2:26][CH2:25][O:24][CH2:23][CH2:22]1)=[O:20])[CH2:12][CH2:13][CH3:14].CC(OI1(OC(C)=O)(OC(C)=O)OC(=O)C2C=CC=CC1=2)=O. (2) Given the product [NH2:12][C:13]1[C:14]([C:20]([N:6]([C:4]([C:3]2[CH:8]=[CH:9][CH:10]=[CH:11][C:2]=2[F:1])=[O:5])[NH2:7])=[O:21])=[N:15][C:16]([Br:19])=[CH:17][N:18]=1, predict the reactants needed to synthesize it. The reactants are: [F:1][C:2]1[CH:11]=[CH:10][CH:9]=[CH:8][C:3]=1[C:4]([NH:6][NH2:7])=[O:5].[NH2:12][C:13]1[C:14]([C:20](O)=[O:21])=[N:15][C:16]([Br:19])=[CH:17][N:18]=1.CN(C(ON1N=NC2C=CC=CC1=2)=[N+](C)C)C.[B-](F)(F)(F)F.CCN(C(C)C)C(C)C. (3) Given the product [CH3:49][C@:16]12[CH2:15][CH2:14][C@H:13]3[C@@H:21]([C@H:22]([CH2:27][CH2:28][CH2:29][CH2:30][O:31][CH2:32][CH2:33][O:34][CH2:35][CH2:36][O:37][CH2:38][CH2:39][O:40][CH2:41][C:42]4[CH:43]=[CH:44][CH:45]=[CH:46][CH:47]=4)[CH2:23][C:24]4[CH:25]=[C:9]([OH:8])[CH:10]=[CH:11][C:12]=43)[C@@H:20]1[CH2:19][CH2:18][C@@H:17]2[OH:48], predict the reactants needed to synthesize it. The reactants are: C([SiH](CC)CC)C.[OH:8][C:9]1[CH:10]=[CH:11][C:12]2[C@@H:13]3[C@@H:21]([C@H:22]([CH2:27][CH2:28][CH2:29][CH2:30][O:31][CH2:32][CH2:33][O:34][CH2:35][CH2:36][O:37][CH2:38][CH2:39][O:40][CH2:41][C:42]4[CH:47]=[CH:46][CH:45]=[CH:44][CH:43]=4)[C:23](=O)[C:24]=2[CH:25]=1)[C@H:20]1[C@@:16]([CH3:49])([C@@H:17]([OH:48])[CH2:18][CH2:19]1)[CH2:15][CH2:14]3.C(O)(C(F)(F)F)=O.[OH-].[Na+]. (4) Given the product [CH3:30][O:31][CH:32]([O:35][CH3:36])[CH2:33][NH:1][C:2]1[CH:7]=[CH:6][CH:5]=[CH:4][C:3]=1[C:8](=[O:29])[CH2:9][CH2:10][CH:11]1[CH2:16][CH2:15][N:14]([CH2:17][C:18]2[S:22][C:21]([C:23]3[CH:28]=[CH:27][CH:26]=[CH:25][N:24]=3)=[N:20][CH:19]=2)[CH2:13][CH2:12]1, predict the reactants needed to synthesize it. The reactants are: [NH2:1][C:2]1[CH:7]=[CH:6][CH:5]=[CH:4][C:3]=1[C:8](=[O:29])[CH2:9][CH2:10][CH:11]1[CH2:16][CH2:15][N:14]([CH2:17][C:18]2[S:22][C:21]([C:23]3[CH:28]=[CH:27][CH:26]=[CH:25][N:24]=3)=[N:20][CH:19]=2)[CH2:13][CH2:12]1.[CH3:30][O:31][CH:32]([O:35][CH3:36])[CH:33]=O.C(O[BH-](OC(=O)C)OC(=O)C)(=O)C.[Na+]. (5) The reactants are: [CH3:1][O:2][C:3]1[CH:4]=[C:5]([NH:11][C:12]2[C:13]3[N:28]=[CH:27][S:26][C:14]=3[N:15]=[C:16]([N:18]3[CH2:22][CH2:21][CH:20]([C:23](O)=[O:24])[CH2:19]3)[N:17]=2)[CH:6]=[CH:7][C:8]=1[O:9][CH3:10].[NH2:29][C:30]1[CH:42]=[CH:41][C:33]([C:34]([O:36][C:37]([CH3:40])([CH3:39])[CH3:38])=[O:35])=[CH:32][CH:31]=1.CN(C(ON1N=NC2C=CC=NC1=2)=[N+](C)C)C.F[P-](F)(F)(F)(F)F.CCN(C(C)C)C(C)C. Given the product [CH3:1][O:2][C:3]1[CH:4]=[C:5]([NH:11][C:12]2[C:13]3[N:28]=[CH:27][S:26][C:14]=3[N:15]=[C:16]([N:18]3[CH2:22][CH2:21][CH:20]([C:23]([NH:29][C:30]4[CH:42]=[CH:41][C:33]([C:34]([O:36][C:37]([CH3:38])([CH3:39])[CH3:40])=[O:35])=[CH:32][CH:31]=4)=[O:24])[CH2:19]3)[N:17]=2)[CH:6]=[CH:7][C:8]=1[O:9][CH3:10], predict the reactants needed to synthesize it. (6) Given the product [C:42]1([CH:37]([CH:34]2[CH2:35][CH2:36][N:31]([C:28]3[CH:27]=[CH:26][C:25]([NH:24][C:15]([C:10]4[CH:11]=[CH:12][CH:13]=[CH:14][C:9]=4[C:6]4[CH:7]=[CH:8][C:3]([C:2]([F:1])([F:18])[F:19])=[CH:4][CH:5]=4)=[O:16])=[CH:30][CH:29]=3)[CH2:32][CH2:33]2)[C:38]([O:40][CH3:41])=[O:39])[CH:43]=[CH:44][CH:45]=[CH:46][CH:47]=1, predict the reactants needed to synthesize it. The reactants are: [F:1][C:2]([F:19])([F:18])[C:3]1[CH:8]=[CH:7][C:6]([C:9]2[C:10]([C:15](O)=[O:16])=[CH:11][CH:12]=[CH:13][CH:14]=2)=[CH:5][CH:4]=1.S(Cl)(Cl)=O.[NH2:24][C:25]1[CH:30]=[CH:29][C:28]([N:31]2[CH2:36][CH2:35][CH:34]([CH:37]([C:42]3[CH:47]=[CH:46][CH:45]=[CH:44][CH:43]=3)[C:38]([O:40][CH3:41])=[O:39])[CH2:33][CH2:32]2)=[CH:27][CH:26]=1.CCN(C(C)C)C(C)C.